Dataset: Reaction yield outcomes from USPTO patents with 853,638 reactions. Task: Predict the reaction yield, written as a fraction of the theoretical maximum amount of product (1.0 means a 100% yield; for example, 0.34 means a 34% yield). The reactants are Cl.O1CCOCC1.[CH3:8][NH:9][C:10]1[CH:11]=[C:12]([CH:22]=[CH:23][CH:24]=1)[CH2:13][NH:14][C:15](=O)[O:16]C(C)(C)C.C1CCN2C(=NCCC2)CC1.[F:36][C:37]([F:44])([F:43])C(OCC)=O. No catalyst specified. The product is [F:36][C:37]([F:44])([F:43])[C:15]([NH:14][CH2:13][C:12]1[CH:22]=[CH:23][CH:24]=[C:10]([NH:9][CH3:8])[CH:11]=1)=[O:16]. The yield is 0.990.